From a dataset of Reaction yield outcomes from USPTO patents with 853,638 reactions. Predict the reaction yield, written as a fraction of the theoretical maximum amount of product (1.0 means a 100% yield; for example, 0.34 means a 34% yield). The reactants are O[CH2:2][C:3]1[CH:8]=[CH:7][C:6]([CH2:9][CH2:10][C:11]2[N:12]=[C:13]([NH:16][C:17](=[O:19])[CH3:18])[S:14][CH:15]=2)=[CH:5][CH:4]=1.C(Cl)(Cl)(Cl)[Cl:21].C1(P(C2C=CC=CC=2)C2C=CC=CC=2)C=CC=CC=1. The catalyst is ClCCl. The product is [Cl:21][CH2:2][C:3]1[CH:8]=[CH:7][C:6]([CH2:9][CH2:10][C:11]2[N:12]=[C:13]([NH:16][C:17](=[O:19])[CH3:18])[S:14][CH:15]=2)=[CH:5][CH:4]=1. The yield is 0.830.